From a dataset of Full USPTO retrosynthesis dataset with 1.9M reactions from patents (1976-2016). Predict the reactants needed to synthesize the given product. (1) Given the product [ClH:1].[F:19][C:16]1[CH:17]=[CH:18][C:13]([N:3]2[C:4]3[C:9](=[CH:8][CH:7]=[CH:6][CH:5]=3)[C:10]([CH:11]=[O:12])=[C:2]2[N:20]2[CH2:25][CH2:24][NH:23][CH2:22][CH2:21]2)=[CH:14][CH:15]=1, predict the reactants needed to synthesize it. The reactants are: [Cl:1][C:2]1[N:3]([C:13]2[CH:18]=[CH:17][C:16]([F:19])=[CH:15][CH:14]=2)[C:4]2[C:9]([C:10]=1[CH:11]=[O:12])=[CH:8][CH:7]=[CH:6][CH:5]=2.[NH:20]1[CH2:25][CH2:24][NH:23][CH2:22][CH2:21]1.Cl. (2) The reactants are: Cl[CH2:2][C:3]1[C:4]([C:19]([NH:21][C@H:22]2[CH2:27][CH2:26][CH2:25][C@@H:24]([OH:28])[CH2:23]2)=[O:20])=[N:5][O:6][C:7]=1[C:8]1[CH:13]=[CH:12][C:11]([C:14]([F:17])([F:16])[F:15])=[C:10]([F:18])[CH:9]=1.CCN(C(C)C)C(C)C.[F:38][C:39]([F:44])([F:43])[C@@H:40]([NH2:42])[CH3:41]. Given the product [F:18][C:10]1[CH:9]=[C:8]([C:7]2[O:6][N:5]=[C:4]([C:19]([NH:21][C@H:22]3[CH2:27][CH2:26][CH2:25][C@@H:24]([OH:28])[CH2:23]3)=[O:20])[C:3]=2[CH2:2][NH:42][C@@H:40]([CH3:41])[C:39]([F:44])([F:43])[F:38])[CH:13]=[CH:12][C:11]=1[C:14]([F:17])([F:16])[F:15], predict the reactants needed to synthesize it. (3) Given the product [Cl:11][C:12]1[CH:13]=[C:14]([CH:18]=[CH:19][C:20]=1[F:21])[C:15]([NH:10][C:6]1[N:5]=[C:4]2[CH:3]=[CH:2][NH:1][C:9]2=[CH:8][CH:7]=1)=[O:16], predict the reactants needed to synthesize it. The reactants are: [NH:1]1[C:9]2[C:4](=[N:5][C:6]([NH2:10])=[CH:7][CH:8]=2)[CH:3]=[CH:2]1.[Cl:11][C:12]1[CH:13]=[C:14]([CH:18]=[CH:19][C:20]=1[F:21])[C:15](Cl)=[O:16]. (4) Given the product [CH2:1]([S:6]([Cl:13])(=[O:9])=[O:7])[CH2:2][CH2:3][CH2:4][CH3:5], predict the reactants needed to synthesize it. The reactants are: [CH2:1]([S:6]([OH:9])(=O)=[O:7])[CH2:2][CH2:3][CH2:4][CH3:5].[Na].S(Cl)([Cl:13])=O. (5) Given the product [CH3:1][N:2]1[C:7](=[O:8])[CH2:6][CH2:5][CH:4]([C:9](=[O:36])[CH2:10][C@H:11]([C:19]2[CH:20]=[CH:21][C:22]([N:25]3[CH2:26][CH2:27][CH:28]([C:31]([O-:33])=[O:32])[CH2:29][CH2:30]3)=[CH:23][CH:24]=2)[C:12]2[CH:17]=[CH:16][CH:15]=[CH:14][C:13]=2[CH3:18])[CH2:3]1.[Na+:38], predict the reactants needed to synthesize it. The reactants are: [CH3:1][N:2]1[C:7](=[O:8])[CH2:6][CH2:5][CH:4]([C:9](=[O:36])[CH2:10][C@H:11]([C:19]2[CH:24]=[CH:23][C:22]([N:25]3[CH2:30][CH2:29][CH:28]([C:31]([O:33]CC)=[O:32])[CH2:27][CH2:26]3)=[CH:21][CH:20]=2)[C:12]2[CH:17]=[CH:16][CH:15]=[CH:14][C:13]=2[CH3:18])[CH2:3]1.[OH-].[Na+:38].